From a dataset of Full USPTO retrosynthesis dataset with 1.9M reactions from patents (1976-2016). Predict the reactants needed to synthesize the given product. Given the product [OH:59][C:52]1[C:51]([CH2:50][NH:49][C:8](=[O:10])[C:7]2[CH:11]=[CH:12][C:4]([CH:1]([CH3:2])[CH3:3])=[C:5]([O:13][C:14]3[CH:19]=[CH:18][CH:17]=[CH:16][CH:15]=3)[CH:6]=2)=[C:56]([CH3:57])[CH:55]=[C:54]([CH3:58])[N:53]=1, predict the reactants needed to synthesize it. The reactants are: [CH:1]([C:4]1[CH:12]=[CH:11][C:7]([C:8]([OH:10])=O)=[CH:6][C:5]=1[O:13][C:14]1[CH:19]=[CH:18][CH:17]=[CH:16][CH:15]=1)([CH3:3])[CH3:2].Cl.C(N=C=NCCCN(C)C)C.ON1C2C=CC=CC=2N=N1.C(N(CC)CC)C.[NH2:49][CH2:50][C:51]1[C:52]([OH:59])=[N:53][C:54]([CH3:58])=[CH:55][C:56]=1[CH3:57].